This data is from Catalyst prediction with 721,799 reactions and 888 catalyst types from USPTO. The task is: Predict which catalyst facilitates the given reaction. (1) Reactant: [OH:1][C@@H:2]1[CH2:5][C@H:4]([NH:6][C:7](=[O:13])[O:8][C:9]([CH3:12])([CH3:11])[CH3:10])[CH2:3]1.C(N(CC)CC)C.[CH3:21][S:22](Cl)(=[O:24])=[O:23].O. Product: [CH3:21][S:22]([O:1][C@H:2]1[CH2:3][C@@H:4]([NH:6][C:7]([O:8][C:9]([CH3:10])([CH3:12])[CH3:11])=[O:13])[CH2:5]1)(=[O:24])=[O:23]. The catalyst class is: 2. (2) Reactant: [N+:1]([C:4]1[CH:11]=[CH:10][C:7](C=O)=[CH:6][CH:5]=1)([O-:3])=[O:2].C1(C)C=CC(S([O-])(=O)=O)=CC=1.[NH+]1C=CC=CC=1.[CH3:29][O:30][CH:31](OC)[O:32][CH3:33]. Product: [CH3:29][O:30][CH:31]([O:32][CH3:33])[C:7]1[CH:10]=[CH:11][C:4]([N+:1]([O-:3])=[O:2])=[CH:5][CH:6]=1. The catalyst class is: 5. (3) Reactant: [H-].[Na+].[F:3][C:4]1[CH:5]=[C:6]([CH:10]=[CH:11][C:12]=1[CH:13]=[O:14])[C:7]([OH:9])=[O:8].[CH2:15](Br)[C:16]1[CH:21]=[CH:20][CH:19]=[CH:18][CH:17]=1.Cl. Product: [CH2:15]([O:8][C:7](=[O:9])[C:6]1[CH:10]=[CH:11][C:12]([CH:13]=[O:14])=[C:4]([F:3])[CH:5]=1)[C:16]1[CH:21]=[CH:20][CH:19]=[CH:18][CH:17]=1. The catalyst class is: 9. (4) Reactant: [Cl:1][C:2]1[CH:3]=[C:4]([CH:15]=[C:16]([C:19]([F:22])([F:21])[F:20])[C:17]=1[OH:18])[CH2:5][C@@H:6]([CH2:11][C:12]([O-:14])=O)[C:7]([O:9][CH3:10])=[O:8].CN(C(ON1N=NC2C=CC=CC1=2)=[N+](C)C)C.[B-](F)(F)(F)F.C(N(CC)CC)C.[NH:52]1[CH2:57][CH2:56][CH:55]([N:58]2[CH2:64][CH2:63][C:62]3[CH:65]=[CH:66][CH:67]=[CH:68][C:61]=3[NH:60][C:59]2=[O:69])[CH2:54][CH2:53]1. The catalyst class is: 3. Product: [Cl:1][C:2]1[CH:3]=[C:4]([CH:15]=[C:16]([C:19]([F:22])([F:21])[F:20])[C:17]=1[OH:18])[CH2:5][C@@H:6]([CH2:11][C:12](=[O:14])[N:52]1[CH2:53][CH2:54][CH:55]([N:58]2[CH2:64][CH2:63][C:62]3[CH:65]=[CH:66][CH:67]=[CH:68][C:61]=3[NH:60][C:59]2=[O:69])[CH2:56][CH2:57]1)[C:7]([O:9][CH3:10])=[O:8]. (5) Reactant: Cl[C:2]1[N:3]=[N:4][C:5]([CH3:24])=[C:6]([C:17]2[CH:18]=[N:19][C:20]([Cl:23])=[CH:21][CH:22]=2)[C:7]=1[C:8]1[C:13]([F:14])=[CH:12][C:11]([F:15])=[CH:10][C:9]=1[F:16].[CH3:25][O-:26].[Na+].CO. Product: [Cl:23][C:20]1[N:19]=[CH:18][C:17]([C:6]2[C:7]([C:8]3[C:13]([F:14])=[CH:12][C:11]([F:15])=[CH:10][C:9]=3[F:16])=[C:2]([O:26][CH3:25])[N:3]=[N:4][C:5]=2[CH3:24])=[CH:22][CH:21]=1. The catalyst class is: 6. (6) Reactant: [CH2:1]([N:5]([CH2:27][CH2:28][CH2:29][CH3:30])[C:6]([C:8]1[N:13]=[C:12]2[N:14]([CH2:18][CH2:19][CH2:20][N:21]3[CH2:26][CH2:25][CH2:24][CH2:23][CH2:22]3)[C:15]([SH:17])=[N:16][C:11]2=[CH:10][CH:9]=1)=[O:7])[CH2:2][CH2:3][CH3:4].C[O-].[Na+].[CH2:34](I)[CH3:35].C(O)(=O)C. Product: [CH2:27]([N:5]([CH2:1][CH2:2][CH2:3][CH3:4])[C:6]([C:8]1[N:13]=[C:12]2[N:14]([CH2:18][CH2:19][CH2:20][N:21]3[CH2:22][CH2:23][CH2:24][CH2:25][CH2:26]3)[C:15]([S:17][CH2:34][CH3:35])=[N:16][C:11]2=[CH:10][CH:9]=1)=[O:7])[CH2:28][CH2:29][CH3:30]. The catalyst class is: 5. (7) Product: [Cl:13][CH2:14][CH2:15][C:16]([C:5]1[CH:6]=[CH:7][C:2]([F:1])=[C:3]([F:8])[CH:4]=1)=[O:17]. The catalyst class is: 4. Reactant: [F:1][C:2]1[CH:7]=[CH:6][CH:5]=[CH:4][C:3]=1[F:8].[Cl-].[Al+3].[Cl-].[Cl-].[Cl:13][CH2:14][CH2:15][C:16](Cl)=[O:17].